Dataset: Forward reaction prediction with 1.9M reactions from USPTO patents (1976-2016). Task: Predict the product of the given reaction. Given the reactants Br[C:2]1[S:3][CH:4]=[C:5]([Br:7])[CH:6]=1.[CH:8]([C:11]1[CH:16]=[CH:15][C:14](B(O)O)=[CH:13][CH:12]=1)([CH3:10])[CH3:9].C([O-])([O-])=O.[Na+].[Na+], predict the reaction product. The product is: [Br:7][C:5]1[CH:6]=[C:2]([C:14]2[CH:15]=[CH:16][C:11]([CH:8]([CH3:10])[CH3:9])=[CH:12][CH:13]=2)[S:3][CH:4]=1.